From a dataset of Full USPTO retrosynthesis dataset with 1.9M reactions from patents (1976-2016). Predict the reactants needed to synthesize the given product. (1) Given the product [CH3:22][N:11]([CH2:10][C:2]1[N:3]([CH2:25][CH2:26][N:27]2[CH2:32][CH2:31][CH2:30][CH2:29][CH2:28]2)[C:4]2[CH:9]=[CH:8][CH:7]=[CH:6][C:5]=2[N:1]=1)[CH:12]1[C:21]2[N:20]=[CH:19][CH:18]=[CH:17][C:16]=2[CH2:15][CH2:14][CH2:13]1, predict the reactants needed to synthesize it. The reactants are: [NH:1]1[C:5]2[CH:6]=[CH:7][CH:8]=[CH:9][C:4]=2[N:3]=[C:2]1[CH2:10][N:11]([CH3:22])[CH:12]1[C:21]2[N:20]=[CH:19][CH:18]=[CH:17][C:16]=2[CH2:15][CH2:14][CH2:13]1.Cl.Cl[CH2:25][CH2:26][N:27]1[CH2:32][CH2:31][CH2:30][CH2:29][CH2:28]1.[I-].[K+].C([O-])([O-])=O.[K+].[K+]. (2) Given the product [CH2:1]([N:8]1[C@@H:13]2[C@:14]([F:27])([C:16]3[N:17]=[N:18][N:19]([CH3:51])[N:20]=3)[CH2:15][C@@:9]1([C:44]1[CH:45]=[CH:46][CH:47]=[CH:48][CH:49]=1)[C@H:10]([O:28][CH2:29][C:30]1[CH:35]=[C:34]([C:36]([F:38])([F:39])[F:37])[CH:33]=[C:32]([C:40]([F:42])([F:43])[F:41])[CH:31]=1)[CH2:11][CH2:12]2)[C:2]1[CH:3]=[CH:4][CH:5]=[CH:6][CH:7]=1, predict the reactants needed to synthesize it. The reactants are: [CH2:1]([N:8]1[C@@H:13]2[C@:14]([F:27])([C:16]3[N:20](COCCOC)[N:19]=[N:18][N:17]=3)[CH2:15][C@@:9]1([C:44]1[CH:49]=[CH:48][CH:47]=[CH:46][CH:45]=1)[C@H:10]([O:28][CH2:29][C:30]1[CH:35]=[C:34]([C:36]([F:39])([F:38])[F:37])[CH:33]=[C:32]([C:40]([F:43])([F:42])[F:41])[CH:31]=1)[CH2:11][CH2:12]2)[C:2]1[CH:7]=[CH:6][CH:5]=[CH:4][CH:3]=1.Cl.[C:51]1(P(C2C=CC=CC=2)C2C=CC=CC=2)C=CC=CC=1.N(C(OCC)=O)=NC(OCC)=O.